From a dataset of Full USPTO retrosynthesis dataset with 1.9M reactions from patents (1976-2016). Predict the reactants needed to synthesize the given product. (1) Given the product [CH3:15][N:14]([CH3:16])[C:12](=[N:6][C:4](=[O:5])[C:3]([O:8][CH3:9])([O:2][CH3:1])[CH3:7])[CH3:13], predict the reactants needed to synthesize it. The reactants are: [CH3:1][O:2][C:3]([O:8][CH3:9])([CH3:7])[C:4]([NH2:6])=[O:5].CO[C:12](OC)([N:14]([CH3:16])[CH3:15])[CH3:13]. (2) The reactants are: Br[C:2]1[CH:3]=[C:4]2[C:9](=[CH:10][CH:11]=1)[N:8]=[C:7]([O:12][CH3:13])[CH:6]=[C:5]2[C:14]1[CH:19]=[CH:18][CH:17]=[C:16]([Cl:20])[CH:15]=1.[Cl:21][C:22]1[CH:26]=[CH:25][S:24][C:23]=1[C:27]([C:29]1[N:30]([CH3:34])[CH:31]=[N:32][CH:33]=1)=[O:28]. Given the product [Cl:20][C:16]1[CH:15]=[C:14]([C:5]2[C:4]3[C:9](=[CH:10][CH:11]=[C:2]([C:27]([C:23]4[S:24][CH:25]=[CH:26][C:22]=4[Cl:21])([C:29]4[N:30]([CH3:34])[CH:31]=[N:32][CH:33]=4)[OH:28])[CH:3]=3)[N:8]=[C:7]([O:12][CH3:13])[CH:6]=2)[CH:19]=[CH:18][CH:17]=1, predict the reactants needed to synthesize it. (3) Given the product [CH2:29]([N:9]1[C:10]2[CH:11]=[CH:12][CH:13]=[CH:14][C:15]=2[C:7]2[CH2:6][C:5]3[N:17]([CH2:16][C:8]1=2)[C:2]([CH3:1])=[C:3]([C:22]([O:24][CH3:25])=[O:23])[C:4]=3[C:18]([O:20][CH3:21])=[O:19])[CH3:30], predict the reactants needed to synthesize it. The reactants are: [CH3:1][C:2]1[N:17]2[C:5]([CH2:6][C:7]3[C:15]4[CH:14]=[CH:13][CH:12]=[CH:11][C:10]=4[NH:9][C:8]=3[CH2:16]2)=[C:4]([C:18]([O:20][CH3:21])=[O:19])[C:3]=1[C:22]([O:24][CH3:25])=[O:23].[H-].[Na+].I[CH2:29][CH3:30]. (4) Given the product [CH2:8]([O:12][C:13]1[N:21]=[C:20]2[C:16]([N:17]=[C:18]([O:22][CH3:23])[N:19]2[CH2:26][CH2:27][CH2:28][CH2:29][CH:30]2[CH2:34][CH2:33][CH2:32][O:31]2)=[C:15]([NH2:24])[N:14]=1)[CH2:9][CH2:10][CH3:11], predict the reactants needed to synthesize it. The reactants are: FC(F)(F)C(O)=O.[CH2:8]([O:12][C:13]1[NH:14][C:15]([NH2:24])=[C:16]2[C:20]([N:21]=1)=[N:19][C:18]([O:22][CH3:23])=[N:17]2)[CH2:9][CH2:10][CH3:11].Br[CH2:26][CH2:27][CH2:28][CH2:29][CH:30]1[CH2:34][CH2:33][CH2:32][O:31]1.